Task: Predict which catalyst facilitates the given reaction.. Dataset: Catalyst prediction with 721,799 reactions and 888 catalyst types from USPTO (1) Reactant: [O:1]=[S:2]1(=[O:34])[C:6]2[CH:7]=[CH:8][C:9]([CH2:11][NH:12][C:13]([C:15]3[C:16](=[O:33])[N:17]([C:23]4[CH:28]=[CH:27][CH:26]=[C:25]([C:29]([F:32])([F:31])[F:30])[CH:24]=4)[C:18]([CH3:22])=[C:19](I)[CH:20]=3)=[O:14])=[CH:10][C:5]=2[CH2:4][CH2:3]1.C1(P(C2C=CC=CC=2)C2C=CC=CC=2)C=CC=CC=1.[CH3:54][NH:55][CH3:56].[CH2:57]([OH:59])C. Product: [O:1]=[S:2]1(=[O:34])[C:6]2[CH:7]=[CH:8][C:9]([CH2:11][NH:12][C:13]([C:15]3[C:16](=[O:33])[N:17]([C:23]4[CH:28]=[CH:27][CH:26]=[C:25]([C:29]([F:32])([F:31])[F:30])[CH:24]=4)[C:18]([CH3:22])=[C:19]([C:57]([N:55]([CH3:56])[CH3:54])=[O:59])[CH:20]=3)=[O:14])=[CH:10][C:5]=2[CH2:4][CH2:3]1. The catalyst class is: 167. (2) Reactant: [O:1]1[CH2:6][CH2:5][CH2:4][CH2:3][CH:2]1[O:7][C:8]1[CH:9]=[C:10]([CH:14]=[C:15]([O:17][CH:18]2[CH2:23][CH2:22][CH2:21][CH2:20][O:19]2)[CH:16]=1)[C:11]([OH:13])=[O:12].C1(N=C=NC2CCCCC2)CCCCC1.O[N:40]1[C:44](=[O:45])[CH2:43][CH2:42][C:41]1=[O:46].CCOCC. Product: [O:1]1[CH2:6][CH2:5][CH2:4][CH2:3][CH:2]1[O:7][C:8]1[CH:9]=[C:10]([CH:14]=[C:15]([O:17][CH:18]2[CH2:23][CH2:22][CH2:21][CH2:20][O:19]2)[CH:16]=1)[C:11]([O:13][N:40]1[C:44](=[O:45])[CH2:43][CH2:42][C:41]1=[O:46])=[O:12]. The catalyst class is: 7.